From a dataset of Full USPTO retrosynthesis dataset with 1.9M reactions from patents (1976-2016). Predict the reactants needed to synthesize the given product. Given the product [N:1]1[C:6]2[O:7][CH2:8][CH2:9][O:10][C:5]=2[CH:4]=[C:3]([C:11]([O:24][CH2:20][CH2:21][CH2:22][CH3:23])=[O:14])[N:2]=1, predict the reactants needed to synthesize it. The reactants are: [N:1]1[C:6]2[O:7][CH2:8][CH2:9][O:10][C:5]=2[CH:4]=[C:3]([C:11]#N)[N:2]=1.C(=O)([O-])[O-:14].[Cs+].[Cs+].Cl.[CH2:20]([OH:24])[CH2:21][CH2:22][CH3:23].